Predict the reactants needed to synthesize the given product. From a dataset of Full USPTO retrosynthesis dataset with 1.9M reactions from patents (1976-2016). (1) Given the product [N:1]1([CH2:5][CH2:6][N:7]2[CH:11]=[C:10]([C:12]3[CH:17]=[CH:16][C:15]([F:18])=[C:14]([CH3:19])[CH:13]=3)[N:9]=[C:8]2[CH:20]2[CH2:21][CH2:22][N:23]([C:27]3[N:32]=[CH:31][N:30]=[C:29]([NH2:33])[C:28]=3[CH:34]([CH3:36])[CH3:35])[CH2:24][CH2:25]2)[CH2:2][CH2:3][CH2:4]1, predict the reactants needed to synthesize it. The reactants are: [N:1]1([CH2:5][CH2:6][N:7]2[CH:11]=[C:10]([C:12]3[CH:17]=[CH:16][C:15]([F:18])=[C:14]([CH3:19])[CH:13]=3)[N:9]=[C:8]2[CH:20]2[CH2:25][CH2:24][NH:23][CH2:22][CH2:21]2)[CH2:4][CH2:3][CH2:2]1.Cl[C:27]1[N:32]=[CH:31][N:30]=[C:29]([NH2:33])[C:28]=1[CH:34]([CH3:36])[CH3:35].C(=O)([O-])[O-].[K+].[K+]. (2) The reactants are: C([O-])([O-])=O.[K+].[K+].[CH3:7][O:8][C:9]1[CH:14]=[C:13]([CH3:15])[C:12]([S:16](Cl)(=[O:18])=[O:17])=[C:11]([CH3:20])[CH:10]=1.[NH:21]1[CH2:26][CH2:25][CH2:24][CH2:23][CH:22]1[CH2:27][OH:28]. Given the product [CH3:7][O:8][C:9]1[CH:14]=[C:13]([CH3:15])[C:12]([S:16]([N:21]2[CH2:26][CH2:25][CH2:24][CH2:23][CH:22]2[CH2:27][OH:28])(=[O:18])=[O:17])=[C:11]([CH3:20])[CH:10]=1, predict the reactants needed to synthesize it. (3) The reactants are: C([O:5][C:6](=[O:34])[C:7]1[CH:12]=[CH:11][CH:10]=[C:9]([CH2:13][CH:14]([NH:28][C:29](=[O:31])[CH3:30])[B:15]2[O:23][CH:22]3[C:17]([CH3:27])([CH:18]4[CH2:24][CH:20]([CH2:21]3)[C:19]4([CH3:26])[CH3:25])[O:16]2)[C:8]=1[O:32][CH3:33])(C)(C)C.FC(F)(F)C(O)=O. Given the product [C:29]([NH:28][CH:14]([B:15]1[O:23][CH:22]2[C:17]([CH3:27])([CH:18]3[CH2:24][CH:20]([CH2:21]2)[C:19]3([CH3:26])[CH3:25])[O:16]1)[CH2:13][C:9]1[C:8]([O:32][CH3:33])=[C:7]([CH:12]=[CH:11][CH:10]=1)[C:6]([OH:34])=[O:5])(=[O:31])[CH3:30], predict the reactants needed to synthesize it. (4) Given the product [CH:1]1[C:9]2[C:8]3[CH:10]=[CH:11][CH:12]=[CH:13][C:7]=3[O:6][C:5]=2[C:4]([C:26]2[CH:25]=[CH:24][C:23]3[N:22]([C:31]4[CH:36]=[CH:35][CH:34]=[CH:33][CH:32]=4)[C:21]4[C:29]([C:28]=3[CH:27]=2)=[CH:30][CH:18]=[CH:19][CH:20]=4)=[CH:3][CH:2]=1, predict the reactants needed to synthesize it. The reactants are: [CH:1]1[C:9]2[C:8]3[CH:10]=[CH:11][CH:12]=[CH:13][C:7]=3[O:6][C:5]=2[C:4](B(O)O)=[CH:3][CH:2]=1.Br[C:18]1[CH:19]=[CH:20][C:21]2[N:22]([C:31]3[CH:36]=[CH:35][CH:34]=[CH:33][CH:32]=3)[C:23]3[C:28]([C:29]=2[CH:30]=1)=[CH:27][CH:26]=[CH:25][CH:24]=3.C([O-])([O-])=O.[Na+].[Na+].C(O)C. (5) Given the product [NH:26]1[C:30]2[CH:31]=[C:32]([N:35]3[CH:39]([C:40]4[CH:41]=[CH:42][C:43]([N:46]5[CH2:47][CH2:48][O:49][CH2:50][CH2:51]5)=[CH:44][CH:45]=4)[C:38]([CH3:52])=[C:37]([O:53][CH3:3])[C:36]3=[O:54])[CH:33]=[CH:34][C:29]=2[N:28]=[CH:27]1, predict the reactants needed to synthesize it. The reactants are: [OH-].[K+].[CH3:3]C1C=CC(S(N(N=O)C)(=O)=O)=CC=1.C(O)CO.CCOCC.[NH:26]1[C:30]2[CH:31]=[C:32]([N:35]3[CH:39]([C:40]4[CH:45]=[CH:44][C:43]([N:46]5[CH2:51][CH2:50][O:49][CH2:48][CH2:47]5)=[CH:42][CH:41]=4)[C:38]([CH3:52])=[C:37]([OH:53])[C:36]3=[O:54])[CH:33]=[CH:34][C:29]=2[N:28]=[CH:27]1. (6) The reactants are: Cl[C:2]1[C:3]2[C:10]([F:11])=[CH:9][N:8]([CH:12]3[CH2:17][CH2:16][N:15]([C:18]([O:20][C:21]([CH3:24])([CH3:23])[CH3:22])=[O:19])[CH2:14][CH2:13]3)[C:4]=2[N:5]=[CH:6][N:7]=1.[NH2:25][C:26]1[CH:36]=[CH:35][C:29]([C:30]([N:32]([CH3:34])[CH3:33])=[O:31])=[CH:28][C:27]=1[F:37].CC(C)([O-])C.[Na+].C(OCC)(=O)C. Given the product [CH3:33][N:32]([CH3:34])[C:30]([C:29]1[CH:35]=[CH:36][C:26]([NH:25][C:2]2[C:3]3[C:10]([F:11])=[CH:9][N:8]([CH:12]4[CH2:17][CH2:16][N:15]([C:18]([O:20][C:21]([CH3:24])([CH3:23])[CH3:22])=[O:19])[CH2:14][CH2:13]4)[C:4]=3[N:5]=[CH:6][N:7]=2)=[C:27]([F:37])[CH:28]=1)=[O:31], predict the reactants needed to synthesize it. (7) Given the product [F:27][C:2]1[N:7]=[C:6]([C:8]([NH2:10])=[O:9])[C:5]([O:11][CH3:12])=[N:4][CH:3]=1, predict the reactants needed to synthesize it. The reactants are: N[C:2]1[N:7]=[C:6]([C:8]([NH2:10])=[O:9])[C:5]([O:11][CH3:12])=[N:4][CH:3]=1.N([O-])=O.[Na+].C(Cl)(Cl)Cl.N1C=CC=CC=1.[FH:27]. (8) Given the product [CH3:43][O:60][C:50](=[O:51])[C:6]1[CH:5]=[CH:4][CH:9]=[CH:8][C:7]=1[O:10][CH2:11][CH2:12][O:13][C:14]1[C:15]([CH3:40])=[CH:16][C:17]([C:21]([OH:30])([C:22]([F:25])([F:23])[F:24])[C:26]([F:29])([F:28])[F:27])=[CH:18][C:19]=1[CH3:20], predict the reactants needed to synthesize it. The reactants are: COC(=O)[C:4]1[CH:9]=[CH:8][C:7]([O:10][CH2:11][CH2:12][O:13][C:14]2[C:19]([CH3:20])=[CH:18][C:17]([C:21]([O:30]CC3C=CC(OC)=CC=3)([C:26]([F:29])([F:28])[F:27])[C:22]([F:25])([F:24])[F:23])=[CH:16][C:15]=2[CH3:40])=[CH:6][CH:5]=1.Cl[CH:43](Cl)C.C(C1C(=O)C(Cl)=C(Cl)[C:50](=[O:51])C=1C#N)#N.[OH2:60]. (9) Given the product [Cl:1][CH2:2][CH2:3][C:5]1[CH:6]=[C:7]2[C:12](=[CH:13][CH:14]=1)[NH:11][C:10](=[O:15])[CH:9]([CH3:16])[CH:8]2[CH3:17], predict the reactants needed to synthesize it. The reactants are: [Cl:1][CH2:2][C:3]([C:5]1[CH:6]=[C:7]2[C:12](=[CH:13][CH:14]=1)[NH:11][C:10](=[O:15])[CH:9]([CH3:16])[CH:8]2[CH3:17])=O.C([SiH](CC)CC)C.